Predict the reactants needed to synthesize the given product. From a dataset of Full USPTO retrosynthesis dataset with 1.9M reactions from patents (1976-2016). The reactants are: CC1C=CC(S(O[CH2:12][CH:13]2[CH2:17][C:16]3[CH:18]=[CH:19][CH:20]=[C:21]([C:22]4[CH:27]=[CH:26][C:25]([F:28])=[CH:24][C:23]=4[F:29])[C:15]=3[O:14]2)(=O)=O)=CC=1.[CH3:30][NH2:31]. Given the product [CH3:30][NH:31][CH2:12][CH:13]1[CH2:17][C:16]2[CH:18]=[CH:19][CH:20]=[C:21]([C:22]3[CH:27]=[CH:26][C:25]([F:28])=[CH:24][C:23]=3[F:29])[C:15]=2[O:14]1, predict the reactants needed to synthesize it.